This data is from Full USPTO retrosynthesis dataset with 1.9M reactions from patents (1976-2016). The task is: Predict the reactants needed to synthesize the given product. Given the product [C:1]([CH:3]1[CH2:8][C:7]2[C:16]3[C:11](=[CH:12][CH:13]=[CH:14][CH:15]=3)[NH:17][C:6]=2[CH2:5][CH2:4]1)#[N:2], predict the reactants needed to synthesize it. The reactants are: [C:1]([CH:3]1[CH2:8][CH2:7][C:6](=O)[CH2:5][CH2:4]1)#[N:2].Cl.[C:11]1([NH:17]N)[CH:16]=[CH:15][CH:14]=[CH:13][CH:12]=1.